From a dataset of NCI-60 drug combinations with 297,098 pairs across 59 cell lines. Regression. Given two drug SMILES strings and cell line genomic features, predict the synergy score measuring deviation from expected non-interaction effect. (1) Drug 1: CC12CCC3C(C1CCC2=O)CC(=C)C4=CC(=O)C=CC34C. Drug 2: CC1=C(N=C(N=C1N)C(CC(=O)N)NCC(C(=O)N)N)C(=O)NC(C(C2=CN=CN2)OC3C(C(C(C(O3)CO)O)O)OC4C(C(C(C(O4)CO)O)OC(=O)N)O)C(=O)NC(C)C(C(C)C(=O)NC(C(C)O)C(=O)NCCC5=NC(=CS5)C6=NC(=CS6)C(=O)NCCC[S+](C)C)O. Cell line: KM12. Synergy scores: CSS=57.9, Synergy_ZIP=-7.71, Synergy_Bliss=-7.76, Synergy_Loewe=0.928, Synergy_HSA=1.11. (2) Drug 1: CN(C)C1=NC(=NC(=N1)N(C)C)N(C)C. Drug 2: C(=O)(N)NO. Cell line: HCC-2998. Synergy scores: CSS=13.6, Synergy_ZIP=-2.86, Synergy_Bliss=4.98, Synergy_Loewe=-4.82, Synergy_HSA=0.937. (3) Drug 1: C(=O)(N)NO. Drug 2: CC1=C(C(=O)C2=C(C1=O)N3CC4C(C3(C2COC(=O)N)OC)N4)N. Cell line: NCIH23. Synergy scores: CSS=42.6, Synergy_ZIP=3.65, Synergy_Bliss=3.88, Synergy_Loewe=-42.6, Synergy_HSA=-0.0611. (4) Drug 1: C1=C(C(=O)NC(=O)N1)N(CCCl)CCCl. Drug 2: CN(CC1=CN=C2C(=N1)C(=NC(=N2)N)N)C3=CC=C(C=C3)C(=O)NC(CCC(=O)O)C(=O)O. Cell line: NCI-H322M. Synergy scores: CSS=-8.34, Synergy_ZIP=5.08, Synergy_Bliss=-2.55, Synergy_Loewe=-9.13, Synergy_HSA=-9.29. (5) Drug 1: CCC1(CC2CC(C3=C(CCN(C2)C1)C4=CC=CC=C4N3)(C5=C(C=C6C(=C5)C78CCN9C7C(C=CC9)(C(C(C8N6C=O)(C(=O)OC)O)OC(=O)C)CC)OC)C(=O)OC)O.OS(=O)(=O)O. Drug 2: CCC1(C2=C(COC1=O)C(=O)N3CC4=CC5=C(C=CC(=C5CN(C)C)O)N=C4C3=C2)O.Cl. Cell line: EKVX. Synergy scores: CSS=6.23, Synergy_ZIP=-2.59, Synergy_Bliss=-0.577, Synergy_Loewe=-3.41, Synergy_HSA=-1.19. (6) Drug 1: CC12CCC3C(C1CCC2=O)CC(=C)C4=CC(=O)C=CC34C. Drug 2: C1CN(P(=O)(OC1)NCCCl)CCCl. Cell line: SK-OV-3. Synergy scores: CSS=33.8, Synergy_ZIP=2.51, Synergy_Bliss=1.49, Synergy_Loewe=-13.6, Synergy_HSA=0.727. (7) Drug 1: CCC(=C(C1=CC=CC=C1)C2=CC=C(C=C2)OCCN(C)C)C3=CC=CC=C3.C(C(=O)O)C(CC(=O)O)(C(=O)O)O. Drug 2: CC=C1C(=O)NC(C(=O)OC2CC(=O)NC(C(=O)NC(CSSCCC=C2)C(=O)N1)C(C)C)C(C)C. Cell line: UO-31. Synergy scores: CSS=0.234, Synergy_ZIP=-0.180, Synergy_Bliss=3.80, Synergy_Loewe=1.54, Synergy_HSA=1.56. (8) Drug 1: C1=CN(C(=O)N=C1N)C2C(C(C(O2)CO)O)O.Cl. Drug 2: CS(=O)(=O)CCNCC1=CC=C(O1)C2=CC3=C(C=C2)N=CN=C3NC4=CC(=C(C=C4)OCC5=CC(=CC=C5)F)Cl. Cell line: NCI/ADR-RES. Synergy scores: CSS=30.1, Synergy_ZIP=-3.58, Synergy_Bliss=-3.98, Synergy_Loewe=-5.06, Synergy_HSA=-2.29. (9) Drug 1: C1=CC(=CC=C1CCCC(=O)O)N(CCCl)CCCl. Drug 2: C(CN)CNCCSP(=O)(O)O. Cell line: MALME-3M. Synergy scores: CSS=6.04, Synergy_ZIP=-3.49, Synergy_Bliss=3.53, Synergy_Loewe=-7.16, Synergy_HSA=-0.531.